Task: Predict the reactants needed to synthesize the given product.. Dataset: Full USPTO retrosynthesis dataset with 1.9M reactions from patents (1976-2016) (1) The reactants are: [C:1]([O:5][C:6]([N:8]1[CH2:13][CH2:12][CH:11]([NH2:14])[CH2:10][CH2:9]1)=[O:7])([CH3:4])([CH3:3])[CH3:2].[CH2:15]([C:17]1[CH:24]=[CH:23][C:20]([CH:21]=O)=[CH:19][C:18]=1[N+:25]([O-:27])=[O:26])[CH3:16].[BH4-].[Na+].C(O)(=O)C. Given the product [C:1]([O:5][C:6]([N:8]1[CH2:13][CH2:12][CH:11]([NH:14][CH2:21][C:20]2[CH:23]=[CH:24][C:17]([CH2:15][CH3:16])=[C:18]([N+:25]([O-:27])=[O:26])[CH:19]=2)[CH2:10][CH2:9]1)=[O:7])([CH3:4])([CH3:2])[CH3:3], predict the reactants needed to synthesize it. (2) Given the product [C:12]1([S:18]([CH2:19][C:20]2[C:25]([C:26]([O:28][CH2:29][CH3:30])=[O:27])=[C:24]([O:31][CH3:32])[C:23]([CH2:33][CH3:34])=[CH:22][CH:21]=2)=[O:9])[CH:13]=[CH:14][CH:15]=[CH:16][CH:17]=1, predict the reactants needed to synthesize it. The reactants are: ClC1C=CC=C(C(OO)=[O:9])C=1.[C:12]1([S:18][CH2:19][C:20]2[C:25]([C:26]([O:28][CH2:29][CH3:30])=[O:27])=[C:24]([O:31][CH3:32])[C:23]([CH2:33][CH3:34])=[CH:22][CH:21]=2)[CH:17]=[CH:16][CH:15]=[CH:14][CH:13]=1. (3) Given the product [F:1][C:2]([F:18])([F:19])[C:3]([C:9]1[CH:15]=[C:14]([CH3:16])[C:12]([NH:13][C:4]([C:3]2[CH:2]=[C:24]3[C:25](=[CH:10][CH:9]=2)[N:20]=[CH:21][CH:22]=[CH:23]3)=[O:26])=[C:11]([CH3:17])[CH:10]=1)([F:8])[C:4]([F:7])([F:6])[F:5], predict the reactants needed to synthesize it. The reactants are: [F:1][C:2]([F:19])([F:18])[C:3]([C:9]1[CH:15]=[C:14]([CH3:16])[C:12]([NH2:13])=[C:11]([CH3:17])[CH:10]=1)([F:8])[C:4]([F:7])([F:6])[F:5].[N:20]1[CH:25]=[CH:24][CH:23]=[CH:22][CH:21]=1.[OH2:26].